From a dataset of Full USPTO retrosynthesis dataset with 1.9M reactions from patents (1976-2016). Predict the reactants needed to synthesize the given product. Given the product [C:20]([NH:1][C:2]1[C:3]([I:12])=[C:4]([CH:9]=[CH:10][CH:11]=1)[C:5]([O:7][CH3:8])=[O:6])(=[O:22])[CH3:21], predict the reactants needed to synthesize it. The reactants are: [NH2:1][C:2]1[C:3]([I:12])=[C:4]([CH:9]=[CH:10][CH:11]=1)[C:5]([O:7][CH3:8])=[O:6].C(N(CC)CC)C.[C:20](Cl)(=[O:22])[CH3:21].